Regression/Classification. Given a drug SMILES string, predict its absorption, distribution, metabolism, or excretion properties. Task type varies by dataset: regression for continuous measurements (e.g., permeability, clearance, half-life) or binary classification for categorical outcomes (e.g., BBB penetration, CYP inhibition). Dataset: cyp2c19_veith. From a dataset of CYP2C19 inhibition data for predicting drug metabolism from PubChem BioAssay. (1) The compound is O=C(O)c1cncc(C(=O)O)c1. The result is 0 (non-inhibitor). (2) The drug is Cc1cc(CNC(=O)[C@H]2C[C@@H]2[C@H](NP(=O)(c2ccccc2)c2ccccc2)c2ccccc2)nn1C. The result is 0 (non-inhibitor). (3) The molecule is O=C(N/N=C\c1ccc([N+](=O)[O-])o1)c1ccc(O)cc1. The result is 0 (non-inhibitor). (4) The molecule is CC(C)(c1ccc(OC[C@@H]2CO2)cc1)c1ccc(OC[C@H]2CO2)cc1. The result is 0 (non-inhibitor). (5) The result is 0 (non-inhibitor). The drug is CC1CCN(CCCNC(=O)c2n[nH]c(=O)c3ccccc23)CC1. (6) The molecule is CCc1ccc(N2C(=O)c3ccc4c5c(ccc(c35)C2=O)CC4)cc1. The result is 1 (inhibitor). (7) The compound is Cc1ccc(-c2noc(CN(C(=O)C34CC5CC(CC(C5)C3)C4)C(C)C)n2)cc1. The result is 0 (non-inhibitor).